Dataset: Forward reaction prediction with 1.9M reactions from USPTO patents (1976-2016). Task: Predict the product of the given reaction. Given the reactants [CH2:1]([N:8]1[CH2:13][CH2:12][C:11](=O)[CH2:10][CH2:9]1)[C:2]1[CH:7]=[CH:6][CH:5]=[CH:4][CH:3]=1.[C:15]([NH2:19])([CH3:18])([CH3:17])[CH3:16], predict the reaction product. The product is: [CH2:1]([N:8]1[CH2:13][CH2:12][CH:11]([NH:19][C:15]([CH3:18])([CH3:17])[CH3:16])[CH2:10][CH2:9]1)[C:2]1[CH:7]=[CH:6][CH:5]=[CH:4][CH:3]=1.